Dataset: Full USPTO retrosynthesis dataset with 1.9M reactions from patents (1976-2016). Task: Predict the reactants needed to synthesize the given product. (1) Given the product [C:25]([C:29]1[CH:30]=[C:31]([NH:40][C:41]([NH:43][C:44]2[C:53]3[C:48](=[CH:49][CH:50]=[CH:51][CH:52]=3)[C:47]([O:54][C:55]3[CH:60]=[CH:59][N:58]=[C:57]([NH:61][CH2:62][C:63]4[CH:68]=[CH:67][CH:66]=[CH:65][N:64]=4)[CH:56]=3)=[CH:46][CH:45]=2)=[O:42])[C:32]([O:38][CH3:39])=[C:33]([CH:37]=1)[C:34]([NH:73][CH:71]1[CH2:72][O:69][CH2:70]1)=[O:36])([CH3:28])([CH3:26])[CH3:27], predict the reactants needed to synthesize it. The reactants are: CN(C(ON1N=NC2C=CC=NC1=2)=[N+](C)C)C.F[P-](F)(F)(F)(F)F.[C:25]([C:29]1[CH:30]=[C:31]([NH:40][C:41]([NH:43][C:44]2[C:53]3[C:48](=[CH:49][CH:50]=[CH:51][CH:52]=3)[C:47]([O:54][C:55]3[CH:60]=[CH:59][N:58]=[C:57]([NH:61][CH2:62][C:63]4[CH:68]=[CH:67][CH:66]=[CH:65][N:64]=4)[CH:56]=3)=[CH:46][CH:45]=2)=[O:42])[C:32]([O:38][CH3:39])=[C:33]([CH:37]=1)[C:34]([OH:36])=O)([CH3:28])([CH3:27])[CH3:26].[O:69]1[CH2:72][CH:71]([NH2:73])[CH2:70]1. (2) Given the product [CH:1]1([N:4]([CH:5]([C:7]2[CH:12]=[N:11][C:10]([O:13][CH3:14])=[C:9]([C:15]#[C:16][CH2:17][NH:18][C:19]([O:20][CH3:21])=[O:22])[CH:8]=2)[CH3:6])[C:36]([C@@H:32]2[O:33][CH2:34][CH2:35][N:30]([C:28]([O:27][C:23]([CH3:26])([CH3:25])[CH3:24])=[O:29])[CH2:31]2)=[O:37])[CH2:3][CH2:2]1, predict the reactants needed to synthesize it. The reactants are: [CH:1]1([NH:4][CH:5]([C:7]2[CH:8]=[C:9]([C:15]#[C:16][CH2:17][NH:18][C:19](=[O:22])[O:20][CH3:21])[C:10]([O:13][CH3:14])=[N:11][CH:12]=2)[CH3:6])[CH2:3][CH2:2]1.[C:23]([O:27][C:28]([N:30]1[CH2:35][CH2:34][O:33][C@@H:32]([C:36](O)=[O:37])[CH2:31]1)=[O:29])([CH3:26])([CH3:25])[CH3:24]. (3) The reactants are: [N:1]1[C:10]2[C:5](=[CH:6][C:7]([O:11][C:12]3[CH:13]=[C:14]([CH:16]=[CH:17][CH:18]=3)[NH2:15])=[CH:8][CH:9]=2)[N:4]=[CH:3][CH:2]=1.[CH2:19]([S:22](Cl)(=[O:24])=[O:23])[CH2:20][CH3:21]. Given the product [CH2:19]([S:22]([N:15]([C:14]1[CH:16]=[CH:17][CH:18]=[C:12]([O:11][C:7]2[CH:6]=[C:5]3[C:10](=[CH:9][CH:8]=2)[N:1]=[CH:2][CH:3]=[N:4]3)[CH:13]=1)[S:22]([CH2:19][CH2:20][CH3:21])(=[O:24])=[O:23])(=[O:24])=[O:23])[CH2:20][CH3:21], predict the reactants needed to synthesize it. (4) Given the product [C:22]([O:21][C:20](=[O:26])[NH:19][CH2:18][C:16]1[CH:17]=[C:12]([O:10][C:3]2[CH:4]=[C:5]([O:8][CH3:9])[CH:6]=[CH:7][C:2]=2[F:1])[CH:13]=[CH:14][C:15]=1[N+:27]([O-:29])=[O:28])([CH3:25])([CH3:23])[CH3:24], predict the reactants needed to synthesize it. The reactants are: [F:1][C:2]1[CH:7]=[CH:6][C:5]([O:8][CH3:9])=[CH:4][C:3]=1[OH:10].Cl[C:12]1[CH:13]=[CH:14][C:15]([N+:27]([O-:29])=[O:28])=[C:16]([CH2:18][NH:19][C:20](=[O:26])[O:21][C:22]([CH3:25])([CH3:24])[CH3:23])[CH:17]=1.[H-].[Na+]. (5) The reactants are: Cl[C:2]1[CH:7]=[C:6]([C:8]2[CH:13]=[N:12][C:11]([C:14]([F:17])([F:16])[F:15])=[CH:10][N:9]=2)[C:5]([F:18])=[CH:4][N:3]=1.C(Cl)(Cl)Cl.[CH3:23][N:24](C)C=O. Given the product [F:18][C:5]1[C:6]([C:8]2[CH:13]=[N:12][C:11]([C:14]([F:17])([F:16])[F:15])=[CH:10][N:9]=2)=[CH:7][C:2]([C:23]#[N:24])=[N:3][CH:4]=1, predict the reactants needed to synthesize it. (6) Given the product [CH2:32]([N:29]([CH2:30][CH3:31])[C:24]1[CH:23]=[C:22]2[C:27]([CH:28]=[C:19]([C:17]3[N:3]=[C:2]([NH:5][NH:6][C:7](=[O:8])[C:9]4[CH:14]=[CH:13][CH:12]=[N:11][CH:10]=4)[S:4][CH:16]=3)[C:20](=[O:34])[O:21]2)=[CH:26][CH:25]=1)[CH3:33], predict the reactants needed to synthesize it. The reactants are: [Cl-].[C:2]([NH:5][NH:6][C:7]([C:9]1[CH:10]=[NH+:11][CH:12]=[CH:13][CH:14]=1)=[O:8])(=[S:4])[NH2:3].Br[CH2:16][C:17]([C:19]1[C:20](=[O:34])[O:21][C:22]2[C:27]([CH:28]=1)=[CH:26][CH:25]=[C:24]([N:29]([CH2:32][CH3:33])[CH2:30][CH3:31])[CH:23]=2)=O.